From a dataset of Full USPTO retrosynthesis dataset with 1.9M reactions from patents (1976-2016). Predict the reactants needed to synthesize the given product. (1) Given the product [CH3:45][S:46]([OH:49])(=[O:48])=[O:47].[O:1]1[C:5]2[CH:6]=[CH:7][C:8]([S:10]([N:13]([CH2:18][C@@H:19]([OH:43])[C@@H:20]([NH2:28])[CH2:21][C:22]3[CH:23]=[CH:24][CH:25]=[CH:26][CH:27]=3)[CH2:14][CH:15]([CH3:17])[CH3:16])(=[O:11])=[O:12])=[CH:9][C:4]=2[O:3][CH2:2]1, predict the reactants needed to synthesize it. The reactants are: [O:1]1[C:5]2[CH:6]=[CH:7][C:8]([S:10]([N:13]([CH2:18][C@@H:19]([OH:43])[C@@H:20]([N:28](CC3C=CC=CC=3)CC3C=CC=CC=3)[CH2:21][C:22]3[CH:27]=[CH:26][CH:25]=[CH:24][CH:23]=3)[CH2:14][CH:15]([CH3:17])[CH3:16])(=[O:12])=[O:11])=[CH:9][C:4]=2[O:3][CH2:2]1.O.[CH3:45][S:46]([OH:49])(=[O:48])=[O:47]. (2) Given the product [F:33][C:2]1([F:1])[CH2:3][CH2:4][N:5]([C:8]([C:10]2[N:11]([CH:37]([CH3:39])[CH3:38])[C:12]3[C:17]([CH:18]=2)=[CH:16][C:15]([C:19]([N:21]2[CH2:26][CH2:25][CH:24]([N:27]4[CH2:28][CH2:29][O:30][CH2:31][CH2:32]4)[CH2:23][CH2:22]2)=[O:20])=[CH:14][CH:13]=3)=[O:9])[CH2:6][CH2:7]1, predict the reactants needed to synthesize it. The reactants are: [F:1][C:2]1([F:33])[CH2:7][CH2:6][N:5]([C:8]([C:10]2[NH:11][C:12]3[C:17]([CH:18]=2)=[CH:16][C:15]([C:19]([N:21]2[CH2:26][CH2:25][CH:24]([N:27]4[CH2:32][CH2:31][O:30][CH2:29][CH2:28]4)[CH2:23][CH2:22]2)=[O:20])=[CH:14][CH:13]=3)=[O:9])[CH2:4][CH2:3]1.[H-].[Na+].Br[CH:37]([CH3:39])[CH3:38].